Dataset: Peptide-MHC class II binding affinity with 134,281 pairs from IEDB. Task: Regression. Given a peptide amino acid sequence and an MHC pseudo amino acid sequence, predict their binding affinity value. This is MHC class II binding data. (1) The MHC is HLA-DQA10401-DQB10402 with pseudo-sequence HLA-DQA10401-DQB10402. The binding affinity (normalized) is 0.105. The peptide sequence is SMPFGKTPVLEIDGK. (2) The peptide sequence is EFRNDWILESDHLIS. The MHC is DRB1_0401 with pseudo-sequence DRB1_0401. The binding affinity (normalized) is 0.612. (3) The peptide sequence is HNWVNHAVPLAMKLI. The MHC is DRB3_0101 with pseudo-sequence DRB3_0101. The binding affinity (normalized) is 0. (4) The peptide sequence is VSTFSSGLVWGQKYF. The MHC is DRB1_1602 with pseudo-sequence DRB1_1602. The binding affinity (normalized) is 0.246. (5) The peptide sequence is KTFDTEYQKTKLNDW. The MHC is DRB1_0401 with pseudo-sequence DRB1_0401. The binding affinity (normalized) is 0.134. (6) The peptide sequence is GGGGESFGIVVAWQV. The binding affinity (normalized) is 0.157. The MHC is HLA-DPA10201-DPB10101 with pseudo-sequence HLA-DPA10201-DPB10101.